This data is from Full USPTO retrosynthesis dataset with 1.9M reactions from patents (1976-2016). The task is: Predict the reactants needed to synthesize the given product. (1) Given the product [C:31]([C:2]1[N:7]=[CH:6][C:5]2[C:8]([C:27]([O:29][CH3:30])=[O:28])=[N:9][N:10]([C:11]3[CH:16]=[CH:15][CH:14]=[C:13]([C:17]#[C:18][C@:19]4([OH:26])[CH2:23][CH2:22][N:21]([CH3:24])[C:20]4=[O:25])[CH:12]=3)[C:4]=2[CH:3]=1)#[N:32], predict the reactants needed to synthesize it. The reactants are: Cl[C:2]1[N:7]=[CH:6][C:5]2[C:8]([C:27]([O:29][CH3:30])=[O:28])=[N:9][N:10]([C:11]3[CH:16]=[CH:15][CH:14]=[C:13]([C:17]#[C:18][C@:19]4([OH:26])[CH2:23][CH2:22][N:21]([CH3:24])[C:20]4=[O:25])[CH:12]=3)[C:4]=2[CH:3]=1.[CH3:31][N:32](C=O)C. (2) Given the product [N:21]1[CH:22]=[CH:23][C:18]([CH2:16][CH2:17][CH:2]([C:3]([O:5][CH2:6][CH3:7])=[O:4])[C:1]([O:9][CH2:10][CH3:11])=[O:8])=[CH:19][CH:20]=1, predict the reactants needed to synthesize it. The reactants are: [C:1]([O:9][CH2:10][CH3:11])(=[O:8])[CH2:2][C:3]([O:5][CH2:6][CH3:7])=[O:4].[O-]CC.[Na+].[CH:16]([C:18]1[CH:23]=[CH:22][N:21]=[CH:20][CH:19]=1)=[CH2:17].Cl. (3) Given the product [CH2:1]([NH:8][CH2:16][CH2:17][N:18]1[CH:27]([CH2:28][C:29]2[CH:34]=[CH:33][CH:32]=[CH:31][CH:30]=2)[CH2:26][C:25]2[C:20](=[CH:21][CH:22]=[C:23]([F:35])[CH:24]=2)[CH2:19]1)[C:2]1[CH:7]=[CH:6][CH:5]=[CH:4][CH:3]=1, predict the reactants needed to synthesize it. The reactants are: [CH2:1]([N:8]([CH2:16][CH2:17][N:18]1[CH:27]([CH2:28][C:29]2[CH:34]=[CH:33][CH:32]=[CH:31][CH:30]=2)[CH2:26][C:25]2[C:20](=[CH:21][CH:22]=[C:23]([F:35])[CH:24]=2)[CH2:19]1)C(=O)OC(C)(C)C)[C:2]1[CH:7]=[CH:6][CH:5]=[CH:4][CH:3]=1. (4) Given the product [Al+3:30].[CH2:34]([P:36]([O-:38])[O-:37])[CH3:35].[CH2:41]([P:43]([O-:45])[O-:44])[CH3:42].[CH2:48]([P:50]([O-:52])[O-:51])[CH3:49].[Al+3:30], predict the reactants needed to synthesize it. The reactants are: O.[PH2]([O-])=O.[Na+].C=C.Cl.N(C(C(=N)N)(C)C)=NC(C(=N)N)(C)C.O.O.O.O.O.O.[Cl-].[Al+3:30].[Cl-].[Cl-].[Al+3].[CH2:34]([P:36](CC)(=[O:38])[O-:37])[CH3:35].[CH2:41]([P:43](CC)(=[O:45])[O-:44])[CH3:42].[CH2:48]([P:50](CC)(=[O:52])[O-:51])[CH3:49]. (5) Given the product [ClH:27].[N+:24]([C:23]1[CH:22]=[CH:21][CH:20]=[C:4]([O:5][CH2:6][CH:7]2[CH2:12][CH2:11][CH2:10][CH2:9][NH:8]2)[C:3]=1[C:1]#[N:2])([O-:26])=[O:25], predict the reactants needed to synthesize it. The reactants are: [C:1]([C:3]1[C:23]([N+:24]([O-:26])=[O:25])=[CH:22][CH:21]=[CH:20][C:4]=1[O:5][CH2:6][CH:7]1[CH2:12][CH2:11][CH2:10][CH2:9][N:8]1C(OC(C)(C)C)=O)#[N:2].[ClH:27].